From a dataset of NCI-60 drug combinations with 297,098 pairs across 59 cell lines. Regression. Given two drug SMILES strings and cell line genomic features, predict the synergy score measuring deviation from expected non-interaction effect. (1) Drug 1: CCCS(=O)(=O)NC1=C(C(=C(C=C1)F)C(=O)C2=CNC3=C2C=C(C=N3)C4=CC=C(C=C4)Cl)F. Drug 2: C1CCC(C1)C(CC#N)N2C=C(C=N2)C3=C4C=CNC4=NC=N3. Cell line: CCRF-CEM. Synergy scores: CSS=0.872, Synergy_ZIP=1.16, Synergy_Bliss=5.33, Synergy_Loewe=1.56, Synergy_HSA=1.64. (2) Drug 1: CC1=CC2C(CCC3(C2CCC3(C(=O)C)OC(=O)C)C)C4(C1=CC(=O)CC4)C. Drug 2: C1=NNC2=C1C(=O)NC=N2. Cell line: MDA-MB-435. Synergy scores: CSS=-3.65, Synergy_ZIP=3.03, Synergy_Bliss=0.191, Synergy_Loewe=-5.47, Synergy_HSA=-4.96. (3) Drug 1: CS(=O)(=O)CCNCC1=CC=C(O1)C2=CC3=C(C=C2)N=CN=C3NC4=CC(=C(C=C4)OCC5=CC(=CC=C5)F)Cl. Drug 2: C1CNP(=O)(OC1)N(CCCl)CCCl. Cell line: SN12C. Synergy scores: CSS=1.75, Synergy_ZIP=-1.38, Synergy_Bliss=-1.81, Synergy_Loewe=0.381, Synergy_HSA=-3.52. (4) Drug 1: CCCCCOC(=O)NC1=NC(=O)N(C=C1F)C2C(C(C(O2)C)O)O. Drug 2: CCC1(C2=C(COC1=O)C(=O)N3CC4=CC5=C(C=CC(=C5CN(C)C)O)N=C4C3=C2)O.Cl. Cell line: HCC-2998. Synergy scores: CSS=19.4, Synergy_ZIP=-3.10, Synergy_Bliss=2.32, Synergy_Loewe=-3.10, Synergy_HSA=4.28. (5) Drug 1: C(=O)(N)NO. Drug 2: N.N.Cl[Pt+2]Cl. Cell line: IGROV1. Synergy scores: CSS=62.4, Synergy_ZIP=0.400, Synergy_Bliss=1.50, Synergy_Loewe=-19.3, Synergy_HSA=2.88. (6) Drug 1: C1=C(C(=O)NC(=O)N1)F. Drug 2: CNC(=O)C1=NC=CC(=C1)OC2=CC=C(C=C2)NC(=O)NC3=CC(=C(C=C3)Cl)C(F)(F)F. Cell line: IGROV1. Synergy scores: CSS=48.0, Synergy_ZIP=4.13, Synergy_Bliss=6.58, Synergy_Loewe=8.36, Synergy_HSA=9.06. (7) Drug 1: C1=CC(=CC=C1CC(C(=O)O)N)N(CCCl)CCCl.Cl. Drug 2: C1=NC2=C(N=C(N=C2N1C3C(C(C(O3)CO)O)F)Cl)N. Cell line: IGROV1. Synergy scores: CSS=23.3, Synergy_ZIP=-4.58, Synergy_Bliss=-2.09, Synergy_Loewe=-1.53, Synergy_HSA=0.867.